Dataset: Reaction yield outcomes from USPTO patents with 853,638 reactions. Task: Predict the reaction yield, written as a fraction of the theoretical maximum amount of product (1.0 means a 100% yield; for example, 0.34 means a 34% yield). (1) The product is [C:1]([C:4]1[C:13]2[C:8](=[CH:9][CH:10]=[CH:11][CH:12]=2)[C:7]([C:14]([NH:30][CH2:31][C:32](=[O:33])[NH:34][CH2:35][C:36]([F:39])([F:38])[F:37])=[O:16])=[CH:6][CH:5]=1)(=[O:3])[CH3:2]. The catalyst is C(#N)C.O. The yield is 0.861. The reactants are [C:1]([C:4]1[C:13]2[C:8](=[CH:9][CH:10]=[CH:11][CH:12]=2)[C:7]([C:14]([OH:16])=O)=[CH:6][CH:5]=1)(=[O:3])[CH3:2].C1N=CN(C(N2C=NC=C2)=O)C=1.Cl.[NH2:30][CH2:31][C:32]([NH:34][CH2:35][C:36]([F:39])([F:38])[F:37])=[O:33].C(=O)([O-])[O-].[Na+].[Na+]. (2) The reactants are C[O:2][C:3](=O)[C@@H:4]([N:16]1[C:22](=[O:23])[CH2:21][CH2:20][N:19]([C:24]2[CH:29]=[CH:28][C:27]([Cl:30])=[C:26]([Cl:31])[CH:25]=2)[C@H:18]([CH3:32])[CH2:17]1)[CH2:5][CH2:6][N:7]1[CH2:14][CH2:13][C:10]2([CH2:12][CH2:11]2)[C@H:9]([OH:15])[CH2:8]1.[Li+].[BH4-]. No catalyst specified. The product is [Cl:31][C:26]1[CH:25]=[C:24]([N:19]2[CH2:20][CH2:21][C:22](=[O:23])[N:16]([C@H:4]([CH2:3][OH:2])[CH2:5][CH2:6][N:7]3[CH2:14][CH2:13][C:10]4([CH2:12][CH2:11]4)[C@H:9]([OH:15])[CH2:8]3)[CH2:17][C@H:18]2[CH3:32])[CH:29]=[CH:28][C:27]=1[Cl:30]. The yield is 0.610.